Dataset: Catalyst prediction with 721,799 reactions and 888 catalyst types from USPTO. Task: Predict which catalyst facilitates the given reaction. (1) Reactant: [C:1]([C:3]1[CH:8]=[CH:7][C:6]([CH:9]([O:16]C(=O)C)[C:10]2[N:11]([CH3:15])[CH:12]=[N:13][CH:14]=2)=[CH:5][C:4]=1[F:20])#[N:2].[OH-].[Na+]. Product: [F:20][C:4]1[CH:5]=[C:6]([CH:9]([OH:16])[C:10]2[N:11]([CH3:15])[CH:12]=[N:13][CH:14]=2)[CH:7]=[CH:8][C:3]=1[C:1]#[N:2]. The catalyst class is: 20. (2) Product: [C:18]([C:14]1[CH:13]=[C:12]([CH:17]=[CH:16][CH:15]=1)[O:11][C@@H:4]([C:5]1[CH:10]=[CH:9][CH:8]=[CH:7][CH:6]=1)[CH2:3][CH2:2][N:35]1[CH2:36][CH2:37][CH:32]([C:28]2[CH:27]=[C:26]([NH:25][C:23](=[O:24])[CH:22]([CH3:21])[CH3:38])[CH:31]=[CH:30][CH:29]=2)[CH2:33][CH2:34]1)(=[O:20])[CH3:19]. The catalyst class is: 3. Reactant: Cl[CH2:2][CH2:3][C@@H:4]([O:11][C:12]1[CH:13]=[C:14]([C:18](=[O:20])[CH3:19])[CH:15]=[CH:16][CH:17]=1)[C:5]1[CH:10]=[CH:9][CH:8]=[CH:7][CH:6]=1.[CH3:21][CH:22]([CH3:38])[C:23]([NH:25][C:26]1[CH:31]=[CH:30][CH:29]=[C:28]([CH:32]2[CH2:37][CH2:36][NH:35][CH2:34][CH2:33]2)[CH:27]=1)=[O:24].[Na+].[I-].C([O-])([O-])=O.[K+].[K+]. (3) Reactant: [Cl:1][C:2]1[CH:3]=[CH:4][C:5]2[N:11]([C:12](=[O:30])[C:13]3[CH:18]=[CH:17][C:16]([NH:19][C:20](=[O:28])[C:21]4[CH:26]=[CH:25][CH:24]=[CH:23][C:22]=4[CH3:27])=[CH:15][C:14]=3[CH3:29])[CH2:10][CH2:9][CH2:8][C:7](=[O:31])[C:6]=2[CH:32]=1.[BH4-].[Na+].Cl. Product: [Cl:1][C:2]1[CH:3]=[CH:4][C:5]2[N:11]([C:12](=[O:30])[C:13]3[CH:18]=[CH:17][C:16]([NH:19][C:20](=[O:28])[C:21]4[CH:26]=[CH:25][CH:24]=[CH:23][C:22]=4[CH3:27])=[CH:15][C:14]=3[CH3:29])[CH2:10][CH2:9][CH2:8][CH:7]([OH:31])[C:6]=2[CH:32]=1. The catalyst class is: 5. (4) Reactant: [CH3:1][C:2]1[C:10]2[C:9](=[O:11])[NH:8][C:7]([C:12]([NH:14][CH2:15][C:16]3[CH:21]=[CH:20][N:19]=[C:18]([O:22][CH2:23][CH2:24][S:25][C:26]4[N:30]=[CH:29][N:28](C(C5C=CC=CC=5)(C5C=CC=CC=5)C5C=CC=CC=5)[N:27]=4)[CH:17]=3)=[O:13])=[N:6][C:5]=2[S:4][CH:3]=1.C([SiH](CC)CC)C.FC(F)(F)C(O)=O. Product: [CH3:1][C:2]1[C:10]2[C:9](=[O:11])[NH:8][C:7]([C:12]([NH:14][CH2:15][C:16]3[CH:21]=[CH:20][N:19]=[C:18]([O:22][CH2:23][CH2:24][S:25][C:26]4[N:30]=[CH:29][NH:28][N:27]=4)[CH:17]=3)=[O:13])=[N:6][C:5]=2[S:4][CH:3]=1. The catalyst class is: 4. (5) Reactant: [NH2:1][C:2]1[CH:6]=[CH:5][S:4][C:3]=1[C:7]([O:9][CH3:10])=[O:8].[OH-].[K+].ClC(Cl)([O:16]C(=O)OC(Cl)(Cl)Cl)Cl. Product: [NH:1]1[C:2]2[CH:6]=[CH:5][S:4][C:3]=2[C:7](=[O:8])[O:9][C:10]1=[O:16]. The catalyst class is: 226. (6) Reactant: [H-].[Na+].[I:3][C:4]1[CH:5]=[C:6]2[C:19](=[CH:20][C:21]=1[N+:22]([O-:24])=[O:23])[CH2:18][C@:8]1([C:16]3[C:11](=[N:12][CH:13]=[CH:14][CH:15]=3)[NH:10][C:9]1=[O:17])[CH2:7]2.[CH3:25][Si:26]([CH3:33])([CH3:32])[CH2:27][CH2:28][O:29][CH2:30]Cl. Product: [I:3][C:4]1[CH:5]=[C:6]2[C:19](=[CH:20][C:21]=1[N+:22]([O-:24])=[O:23])[CH2:18][C@:8]1([C:16]3[C:11](=[N:12][CH:13]=[CH:14][CH:15]=3)[N:10]([CH2:30][O:29][CH2:28][CH2:27][Si:26]([CH3:33])([CH3:32])[CH3:25])[C:9]1=[O:17])[CH2:7]2. The catalyst class is: 3. (7) Reactant: [NH2:1][CH2:2][C@H:3]1[CH2:7][CH2:6][N:5]([C:8]([O:10][C:11]([CH3:14])([CH3:13])[CH3:12])=[O:9])[CH2:4]1.[CH3:15][N:16]1[CH2:21][CH2:20][C:19](=O)[CH2:18][CH2:17]1. Product: [C:11]([O:10][C:8]([N:5]1[CH2:6][CH2:7][C@H:3]([CH2:2][NH:1][CH:19]2[CH2:20][CH2:21][N:16]([CH3:15])[CH2:17][CH2:18]2)[CH2:4]1)=[O:9])([CH3:14])([CH3:13])[CH3:12]. The catalyst class is: 1. (8) Reactant: [N+:1]([C:4]1[CH:16]=[CH:15][C:14]([O:17][C:18]([F:21])([F:20])[F:19])=[CH:13][C:5]=1[C:6]([NH:8][CH2:9][C:10]([OH:12])=O)=[O:7])([O-:3])=[O:2].[CH2:22]([N:29]1[CH2:33][CH2:32][C@@H:31]([NH2:34])[CH2:30]1)[C:23]1[CH:28]=[CH:27][CH:26]=[CH:25][CH:24]=1.ON1C2C=CC=CC=2N=N1.Cl.C(N=C=NCCCN(C)C)C. Product: [N+:1]([C:4]1[CH:16]=[CH:15][C:14]([O:17][C:18]([F:21])([F:20])[F:19])=[CH:13][C:5]=1[C:6]([NH:8][CH2:9][C:10]([NH:34][C@@H:31]1[CH2:32][CH2:33][N:29]([CH2:22][C:23]2[CH:28]=[CH:27][CH:26]=[CH:25][CH:24]=2)[CH2:30]1)=[O:12])=[O:7])([O-:3])=[O:2]. The catalyst class is: 69. (9) Reactant: [CH:1]1[C:14]2[C:5](=[N:6][C:7]3[C:12]([C:13]=2[NH:15][C:16]2[CH:21]=[CH:20][C:19]([N:22]4[CH2:27][CH2:26][NH:25][CH2:24][CH2:23]4)=[CH:18][CH:17]=2)=[CH:11][CH:10]=[CH:9][CH:8]=3)[CH:4]=[CH:3][CH:2]=1.[C:28](Cl)(=[O:30])[CH3:29].N1C=CC=CC=1.C(N(CC)CC)C. Product: [CH:1]1[C:14]2[C:5](=[N:6][C:7]3[C:12]([C:13]=2[NH:15][C:16]2[CH:17]=[CH:18][C:19]([N:22]4[CH2:27][CH2:26][N:25]([C:28](=[O:30])[CH3:29])[CH2:24][CH2:23]4)=[CH:20][CH:21]=2)=[CH:11][CH:10]=[CH:9][CH:8]=3)[CH:4]=[CH:3][CH:2]=1. The catalyst class is: 22.